From a dataset of Catalyst prediction with 721,799 reactions and 888 catalyst types from USPTO. Predict which catalyst facilitates the given reaction. (1) Reactant: [Si:1]([O:8][C:9]1[CH:14]=[CH:13][C:12](/[CH:15]=[CH:16]/[C:17](=[O:25])[CH2:18][C:19](=[O:24])[C:20]([CH3:23])([CH3:22])[CH3:21])=[CH:11][C:10]=1[O:26][CH3:27])([C:4]([CH3:7])([CH3:6])[CH3:5])([CH3:3])[CH3:2].[CH3:28]C(C)([O-])C.[K+].CI.O. Product: [Si:1]([O:8][C:9]1[CH:14]=[CH:13][C:12](/[CH:15]=[CH:16]/[C:17](=[O:25])[CH:18]([CH3:28])[C:19](=[O:24])[C:20]([CH3:21])([CH3:23])[CH3:22])=[CH:11][C:10]=1[O:26][CH3:27])([C:4]([CH3:6])([CH3:7])[CH3:5])([CH3:2])[CH3:3]. The catalyst class is: 76. (2) Reactant: [C:1]([O:9][CH2:10][C@@H:11]1[C@@H:15]([O:16][C:17](=[O:24])[C:18]2[CH:23]=[CH:22][CH:21]=[CH:20][CH:19]=2)[C@@H:14]([OH:25])[C@:13]([C:34]#[N:35])([N:26]2[CH:31]=[CH:30][C:29](=[O:32])[NH:28][C:27]2=[O:33])[O:12]1)(=[O:8])[C:2]1[CH:7]=[CH:6][CH:5]=[CH:4][CH:3]=1.[S:36](Cl)([CH3:39])(=[O:38])=[O:37]. Product: [C:1]([O:9][CH2:10][C@@H:11]1[C@@H:15]([O:16][C:17](=[O:24])[C:18]2[CH:19]=[CH:20][CH:21]=[CH:22][CH:23]=2)[C@@H:14]([O:25][S:36]([CH3:39])(=[O:38])=[O:37])[C@:13]([C:34]#[N:35])([N:26]2[CH:31]=[CH:30][C:29](=[O:32])[NH:28][C:27]2=[O:33])[O:12]1)(=[O:8])[C:2]1[CH:7]=[CH:6][CH:5]=[CH:4][CH:3]=1. The catalyst class is: 17. (3) Reactant: [F:1][C:2]1[C:10]([CH3:11])=[C:9]2[C:5]([CH:6]=[CH:7][N:8]2[CH2:12][CH2:13][O:14][CH3:15])=[CH:4][CH:3]=1.[F:16][C:17]([F:28])([F:27])[C:18](O[C:18](=[O:19])[C:17]([F:28])([F:27])[F:16])=[O:19]. Product: [F:16][C:17]([F:28])([F:27])[C:18]([C:6]1[C:5]2[C:9](=[C:10]([CH3:11])[C:2]([F:1])=[CH:3][CH:4]=2)[N:8]([CH2:12][CH2:13][O:14][CH3:15])[CH:7]=1)=[O:19]. The catalyst class is: 35. (4) Reactant: [CH3:1][C:2]1[C:7](B2OC(C)(C)C(C)(C)O2)=[C:6]([CH3:17])[N:5]=[CH:4][N:3]=1.[CH2:18]([O:25][CH2:26][O:27][C:28]1[C:29]2[C:33]([C:34](Br)=[CH:35][CH:36]=1)=[N:32][N:31]([CH3:38])[CH:30]=2)[C:19]1[CH:24]=[CH:23][CH:22]=[CH:21][CH:20]=1.P([O-])([O-])([O-])=O.[K+].[K+].[K+]. Product: [CH2:18]([O:25][CH2:26][O:27][C:28]1[C:29]2[C:33]([C:34]([C:7]3[C:2]([CH3:1])=[N:3][CH:4]=[N:5][C:6]=3[CH3:17])=[CH:35][CH:36]=1)=[N:32][N:31]([CH3:38])[CH:30]=2)[C:19]1[CH:20]=[CH:21][CH:22]=[CH:23][CH:24]=1. The catalyst class is: 7.